From a dataset of Reaction yield outcomes from USPTO patents with 853,638 reactions. Predict the reaction yield, written as a fraction of the theoretical maximum amount of product (1.0 means a 100% yield; for example, 0.34 means a 34% yield). (1) The reactants are [CH3:1]C(C)([O-])C.[K+].[CH3:7][O:8][C:9]1[C:10]([CH2:21][CH2:22][CH:23]([CH3:25])[CH3:24])([CH:19]=O)[C:11]2[C:16]([CH2:17][CH:18]=1)=[CH:15][CH:14]=[CH:13][CH:12]=2. The catalyst is [Br-].C[P+](C1C=CC=CC=1)(C1C=CC=CC=1)C1C=CC=CC=1.O1CCCC1. The product is [CH3:7][O:8][C:9]1[C:10]([CH2:21][CH2:22][CH:23]([CH3:25])[CH3:24])([CH:19]=[CH2:1])[C:11]2[C:16]([CH2:17][CH:18]=1)=[CH:15][CH:14]=[CH:13][CH:12]=2. The yield is 0.870. (2) The yield is 0.960. The product is [CH3:15][N:14]([CH3:16])[C:12]([N:8]1[C:9]2[C:5](=[CH:4][C:3]([CH:2]([C:17]3[CH:22]=[CH:21][CH:20]=[CH:19][CH:18]=3)[C:26]([CH3:28])([CH3:27])[C:25]([O:24][CH3:23])=[O:29])=[CH:11][CH:10]=2)[CH:6]=[CH:7]1)=[O:13]. The reactants are O[CH:2]([C:17]1[CH:22]=[CH:21][CH:20]=[CH:19][CH:18]=1)[C:3]1[CH:4]=[C:5]2[C:9](=[CH:10][CH:11]=1)[N:8]([C:12]([N:14]([CH3:16])[CH3:15])=[O:13])[CH:7]=[CH:6]2.[CH3:23][O:24][C:25]([O:29][Si](C)(C)C)=[C:26]([CH3:28])[CH3:27].C(=O)(O)[O-].[Na+]. The catalyst is ClCCl. (3) The reactants are [NH2:1][C:2]1[CH:27]=[CH:26][C:5]([O:6][C:7]2[CH:22]=[CH:21][C:10]([C:11]([NH:13][C:14]3[CH:19]=[CH:18][C:17]([Br:20])=[CH:16][CH:15]=3)=[O:12])=[CH:9][C:8]=2[N+:23]([O-:25])=[O:24])=[CH:4][CH:3]=1.[CH3:28][S:29](Cl)(=[O:31])=[O:30]. The catalyst is N1C=CC=CC=1. The product is [Br:20][C:17]1[CH:18]=[CH:19][C:14]([NH:13][C:11](=[O:12])[C:10]2[CH:21]=[CH:22][C:7]([O:6][C:5]3[CH:26]=[CH:27][C:2]([NH:1][S:29]([CH3:28])(=[O:31])=[O:30])=[CH:3][CH:4]=3)=[C:8]([N+:23]([O-:25])=[O:24])[CH:9]=2)=[CH:15][CH:16]=1. The yield is 0.980. (4) The reactants are [N:1]1([CH2:6][C:7]2[N:11]3[CH2:12][CH2:13][O:14][C:15]4[CH:20]=[CH:19][C:18](Br)=[CH:17][C:16]=4[C:10]3=[N:9][C:8]=2[C:22]([NH2:24])=[O:23])[CH:5]=[CH:4][CH:3]=[N:2]1.BrC1C=CC2OCCN3C(CN4C=CN=C4C)=C(C(N)=O)N=C3C=2C=1.N1C=CC=N1.[CH3:55][C:56]([OH:60])([C:58]#[CH:59])[CH3:57]. No catalyst specified. The product is [N:1]1([CH2:6][C:7]2[N:11]3[CH2:12][CH2:13][O:14][C:15]4[CH:20]=[CH:19][C:18]([C:59]#[C:58][C:56]([OH:60])([CH3:57])[CH3:55])=[CH:17][C:16]=4[C:10]3=[N:9][C:8]=2[C:22]([NH2:24])=[O:23])[CH:5]=[CH:4][CH:3]=[N:2]1. The yield is 0.140. (5) The reactants are [CH:1]1([CH2:6][CH:7]([C:11]2[CH:16]=[CH:15][C:14]([NH:17][C:18]([C:20]3[CH:21]=[N:22][CH:23]=[CH:24][CH:25]=3)=[O:19])=[CH:13][CH:12]=2)[C:8](O)=[O:9])[CH2:5][CH2:4][CH2:3][CH2:2]1.C(N(CC)CC)C.F[P-](F)(F)(F)(F)F.N1(O[P+](N(C)C)(N(C)C)N(C)C)C2C=CC=CC=2N=N1.[CH2:60]([O:62][C:63](=[O:71])[CH2:64][C:65]1[N:66]=[C:67]([NH2:70])[S:68][CH:69]=1)[CH3:61]. The catalyst is C(Cl)Cl. The product is [CH2:60]([O:62][C:63](=[O:71])[CH2:64][C:65]1[N:66]=[C:67]([NH:70][C:8](=[O:9])[CH:7]([C:11]2[CH:16]=[CH:15][C:14]([NH:17][C:18]([C:20]3[CH:21]=[N:22][CH:23]=[CH:24][CH:25]=3)=[O:19])=[CH:13][CH:12]=2)[CH2:6][CH:1]2[CH2:2][CH2:3][CH2:4][CH2:5]2)[S:68][CH:69]=1)[CH3:61]. The yield is 0.395. (6) The reactants are [NH2:1][C:2]1[C:11]2[C:6](=[C:7](I)[C:8]([F:12])=[CH:9][CH:10]=2)[N:5]=[N:4][C:3]=1[C:14]([NH:16][CH:17]1[CH2:19][CH2:18]1)=[O:15].[CH3:20][O:21][C:22]1[CH:27]=[CH:26][C:25]([O:28][CH3:29])=[CH:24][C:23]=1B(O)O. No catalyst specified. The product is [NH2:1][C:2]1[C:11]2[C:6](=[C:7]([C:26]3[CH:27]=[C:22]([O:21][CH3:20])[CH:23]=[CH:24][C:25]=3[O:28][CH3:29])[C:8]([F:12])=[CH:9][CH:10]=2)[N:5]=[N:4][C:3]=1[C:14]([NH:16][CH:17]1[CH2:19][CH2:18]1)=[O:15]. The yield is 0.770. (7) The yield is 0.870. The product is [CH3:1][O:2][C:3]1[CH:8]=[CH:7][C:6]([C:9](=[O:11])[CH2:10][C:14]([O:15][CH3:16])=[O:17])=[CH:5][CH:4]=1. No catalyst specified. The reactants are [CH3:1][O:2][C:3]1[CH:8]=[CH:7][C:6]([C:9](=[O:11])[CH3:10])=[CH:5][CH:4]=1.[H-].[Na+].[C:14](=O)([O:17]C)[O:15][CH3:16]. (8) The reactants are Br[CH:2]([C:14]1[CH:19]=[CH:18][CH:17]=[CH:16][CH:15]=1)[C:3]([C:5]1[C:13]2[C:8](=[CH:9][CH:10]=[CH:11][CH:12]=2)[NH:7][CH:6]=1)=[O:4].[NH2:20][C:21]1[CH:22]=[C:23]([OH:29])[CH:24]=[C:25]([O:27][CH3:28])[CH:26]=1.C(N(CC)CC)C.Cl. The catalyst is C(#N)C. The product is [OH:29][C:23]1[CH:22]=[C:21]([NH:20][CH:2]([C:14]2[CH:19]=[CH:18][CH:17]=[CH:16][CH:15]=2)[C:3]([C:5]2[C:13]3[C:8](=[CH:9][CH:10]=[CH:11][CH:12]=3)[NH:7][CH:6]=2)=[O:4])[CH:26]=[C:25]([O:27][CH3:28])[CH:24]=1. The yield is 0.430. (9) The reactants are Br[C:2]1[CH:12]=[CH:11][C:5]([CH2:6][NH:7][C:8](=[O:10])[CH3:9])=[CH:4][C:3]=1[Cl:13].[B:14]1([B:14]2[O:18][C:17]([CH3:20])([CH3:19])[C:16]([CH3:22])([CH3:21])[O:15]2)[O:18][C:17]([CH3:20])([CH3:19])[C:16]([CH3:22])([CH3:21])[O:15]1.C([O-])(=O)C.[K+]. The catalyst is O1CCOCC1.Cl[Pd]Cl.C1(P(C2C=CC=CC=2)[C-]2C=CC=C2)C=CC=CC=1.[C-]1(P(C2C=CC=CC=2)C2C=CC=CC=2)C=CC=C1.[Fe+2]. The product is [Cl:13][C:3]1[CH:4]=[C:5]([CH:11]=[CH:12][C:2]=1[B:14]1[O:18][C:17]([CH3:20])([CH3:19])[C:16]([CH3:22])([CH3:21])[O:15]1)[CH2:6][NH:7][C:8](=[O:10])[CH3:9]. The yield is 0.790. (10) The reactants are [CH3:1][C:2]([OH:16])([CH3:15])[CH2:3][C:4]1[N:5]([CH:9]2[CH2:14][CH2:13][CH2:12][CH2:11][O:10]2)[CH:6]=[CH:7][N:8]=1.C1C(=O)N([Br:24])C(=O)C1. The catalyst is CN(C=O)C. The product is [Br:24][C:7]1[N:8]=[C:4]([CH2:3][C:2]([CH3:1])([OH:16])[CH3:15])[N:5]([CH:9]2[CH2:14][CH2:13][CH2:12][CH2:11][O:10]2)[CH:6]=1. The yield is 0.340.